Dataset: Full USPTO retrosynthesis dataset with 1.9M reactions from patents (1976-2016). Task: Predict the reactants needed to synthesize the given product. (1) Given the product [Si:1]([O:8][C@H:9]1[CH2:18][C:17]([CH3:19])([CH3:20])[CH2:16][C:15]2[N:14]=[C:13]([CH:21]([CH3:23])[CH3:22])[C:12]3[C@@H:24]([C:33]4[CH:34]=[N:35][C:36]([C:39]([F:42])([F:40])[F:41])=[CH:37][CH:38]=4)[O:25][C:26]4([CH2:27][CH2:28][O:29][CH2:30][CH2:31]4)[C:11]=3[C:10]1=2)([C:4]([CH3:7])([CH3:6])[CH3:5])([CH3:3])[CH3:2], predict the reactants needed to synthesize it. The reactants are: [Si:1]([O:8][C@H:9]1[CH2:18][C:17]([CH3:20])([CH3:19])[CH2:16][C:15]2[N:14]=[C:13]([CH:21]([CH3:23])[CH3:22])[C:12]3[C@@H:24]([C:33]4[CH:34]=[N:35][C:36]([C:39]([F:42])([F:41])[F:40])=[CH:37][CH:38]=4)[O:25][C:26]4([CH2:31][CH2:30][O:29][CH2:28][CH:27]4I)[C:11]=3[C:10]1=2)([C:4]([CH3:7])([CH3:6])[CH3:5])([CH3:3])[CH3:2]. (2) Given the product [CH3:1][S:2]([C:5]1[N:10]=[CH:9][C:8]([O:11][C:12]2[CH:13]=[C:14]3[C:18](=[C:19]([O:21][CH:22]4[CH2:23][CH2:24][O:25][CH2:26][CH2:27]4)[CH:20]=2)[NH:17][C:16]([C:28]([OH:30])=[O:29])=[CH:15]3)=[CH:7][CH:6]=1)(=[O:4])=[O:3], predict the reactants needed to synthesize it. The reactants are: [CH3:1][S:2]([C:5]1[N:10]=[CH:9][C:8]([O:11][C:12]2[CH:13]=[C:14]3[C:18](=[C:19]([O:21][CH:22]4[CH2:27][CH2:26][O:25][CH2:24][CH2:23]4)[CH:20]=2)[NH:17][C:16]([C:28]([O:30]CC)=[O:29])=[CH:15]3)=[CH:7][CH:6]=1)(=[O:4])=[O:3].[OH-].[Na+]. (3) Given the product [CH2:1]([O:8][C:9]1[CH:14]=[CH:13][N:12]([C:15]2[CH:16]=[CH:17][C:18]([O:21][CH2:50][CH2:49][N:48]3[CH2:53][CH2:52][CH2:51][CH2:46]3)=[CH:19][CH:20]=2)[C:11](=[O:22])[CH:10]=1)[C:2]1[CH:7]=[CH:6][CH:5]=[CH:4][CH:3]=1, predict the reactants needed to synthesize it. The reactants are: [CH2:1]([O:8][C:9]1[CH:14]=[CH:13][N:12]([C:15]2[CH:20]=[CH:19][C:18]([OH:21])=[CH:17][CH:16]=2)[C:11](=[O:22])[CH:10]=1)[C:2]1[CH:7]=[CH:6][CH:5]=[CH:4][CH:3]=1.C(P(CCCC)CCCC)CCC.N([C:46]([N:48]1[CH2:53][CH2:52][CH2:51][CH2:50][CH2:49]1)=O)=N[C:46]([N:48]1[CH2:53][CH2:52][CH2:51][CH2:50][CH2:49]1)=O.C(OCC)(=O)C.